Task: Regression. Given a peptide amino acid sequence and an MHC pseudo amino acid sequence, predict their binding affinity value. This is MHC class II binding data.. Dataset: Peptide-MHC class II binding affinity with 134,281 pairs from IEDB The peptide sequence is QLGELYYAIHKASPV. The MHC is DRB1_1001 with pseudo-sequence DRB1_1001. The binding affinity (normalized) is 0.642.